This data is from Forward reaction prediction with 1.9M reactions from USPTO patents (1976-2016). The task is: Predict the product of the given reaction. (1) Given the reactants [Br:1][C:2]1[C:13]2[C:5](=[CH:6][C:7]([C:16]3[CH:21]=[CH:20][CH:19]=[CH:18][C:17]=3[Cl:22])=[C:8]3[C:12]=2[C:11](=[O:14])[NH:10][C:9]3=[O:15])[N:4]([CH2:23][CH2:24][CH2:25][OH:26])[C:3]=1[CH:27]=[O:28].S(C)C, predict the reaction product. The product is: [Br:1][C:2]1[C:13]2[C:5](=[CH:6][C:7]([C:16]3[CH:21]=[CH:20][CH:19]=[CH:18][C:17]=3[Cl:22])=[C:8]3[C:12]=2[C:11](=[O:14])[NH:10][C:9]3=[O:15])[N:4]([CH2:23][CH2:24][CH2:25][OH:26])[C:3]=1[CH2:27][OH:28]. (2) Given the reactants [CH3:1][C:2]([O:37]C(=O)C)([CH3:36])[C:3]([N:5]1[CH2:8][CH:7]([CH2:9][C:10]2[N:11]([CH3:35])[C:12]3[C:17]([N:18]=2)=[C:16]([N:19]2[CH2:24][CH2:23][O:22][CH2:21][CH2:20]2)[N:15]=[C:14]([N:25]2[C:29]4[CH:30]=[CH:31][CH:32]=[CH:33][C:28]=4[N:27]=[C:26]2[CH3:34])[N:13]=3)[CH2:6]1)=[O:4].[Li+].[OH-], predict the reaction product. The product is: [OH:37][C:2]([CH3:36])([CH3:1])[C:3]([N:5]1[CH2:8][CH:7]([CH2:9][C:10]2[N:11]([CH3:35])[C:12]3[C:17]([N:18]=2)=[C:16]([N:19]2[CH2:24][CH2:23][O:22][CH2:21][CH2:20]2)[N:15]=[C:14]([N:25]2[C:29]4[CH:30]=[CH:31][CH:32]=[CH:33][C:28]=4[N:27]=[C:26]2[CH3:34])[N:13]=3)[CH2:6]1)=[O:4].